Dataset: NCI-60 drug combinations with 297,098 pairs across 59 cell lines. Task: Regression. Given two drug SMILES strings and cell line genomic features, predict the synergy score measuring deviation from expected non-interaction effect. (1) Drug 1: C1=NC2=C(N1)C(=S)N=C(N2)N. Drug 2: C1=NC2=C(N=C(N=C2N1C3C(C(C(O3)CO)O)O)F)N. Cell line: NCI/ADR-RES. Synergy scores: CSS=30.9, Synergy_ZIP=-16.8, Synergy_Bliss=-10.5, Synergy_Loewe=-9.32, Synergy_HSA=-6.40. (2) Drug 1: C1=NC2=C(N1)C(=S)N=C(N2)N. Drug 2: CN(CCCl)CCCl.Cl. Cell line: 786-0. Synergy scores: CSS=36.0, Synergy_ZIP=-12.2, Synergy_Bliss=-9.07, Synergy_Loewe=-7.90, Synergy_HSA=-5.97.